Predict the reactants needed to synthesize the given product. From a dataset of Full USPTO retrosynthesis dataset with 1.9M reactions from patents (1976-2016). (1) Given the product [CH3:15][CH2:14][O:16][C:17]([C:19]1[CH:29]=[C:22]2[C:23]([C:27]([OH:3])=[O:28])=[CH:24][CH:25]=[CH:26][N:21]2[N:20]=1)=[O:18], predict the reactants needed to synthesize it. The reactants are: CC(C)=[O:3].OS(O)(=O)=O.O=[Cr](=O)=O.[CH2:14]([O:16][C:17]([C:19]1[CH:29]=[C:22]2[C:23]([CH2:27][OH:28])=[CH:24][CH:25]=[CH:26][N:21]2[N:20]=1)=[O:18])[CH3:15].CC(C)=O. (2) Given the product [F:1][C:2]1[CH:3]=[CH:4][C:5]([O:12][C:13]2[CH:18]=[CH:17][CH:16]=[CH:15][CH:14]=2)=[C:6]([N:8]([CH2:20][C:21]2[CH:40]=[C:39]([O:41][CH3:42])[CH:38]=[CH:37][C:22]=2[O:23][CH2:24][CH2:25][O:26][Si:27]([CH:34]([CH3:36])[CH3:35])([CH:28]([CH3:30])[CH3:29])[CH:31]([CH3:33])[CH3:32])[C:9](=[O:11])[CH3:10])[CH:7]=1, predict the reactants needed to synthesize it. The reactants are: [F:1][C:2]1[CH:3]=[CH:4][C:5]([O:12][C:13]2[CH:18]=[CH:17][CH:16]=[CH:15][CH:14]=2)=[C:6]([NH:8][C:9](=[O:11])[CH3:10])[CH:7]=1.Br[CH2:20][C:21]1[CH:40]=[C:39]([O:41][CH3:42])[CH:38]=[CH:37][C:22]=1[O:23][CH2:24][CH2:25][O:26][Si:27]([CH:34]([CH3:36])[CH3:35])([CH:31]([CH3:33])[CH3:32])[CH:28]([CH3:30])[CH3:29]. (3) Given the product [C:13]([O:17][C:18]([NH:20][CH:21]([CH2:25][C:26]1[CH:27]=[CH:28][CH:29]=[CH:30][CH:31]=1)[C:22]([O:1][C:2]1[CH:12]=[CH:11][CH:10]=[CH:9][C:3]=1[C:4]([O:6][CH2:7][CH3:8])=[O:5])=[O:23])=[O:19])([CH3:16])([CH3:14])[CH3:15], predict the reactants needed to synthesize it. The reactants are: [OH:1][C:2]1[CH:12]=[CH:11][CH:10]=[CH:9][C:3]=1[C:4]([O:6][CH2:7][CH3:8])=[O:5].[C:13]([O:17][C:18]([NH:20][CH:21]([CH2:25][C:26]1[CH:31]=[CH:30][CH:29]=[CH:28][CH:27]=1)[C:22](O)=[O:23])=[O:19])([CH3:16])([CH3:15])[CH3:14].CCN=C=NCCCN(C)C.Cl.CN(C1C=CC=CN=1)C. (4) Given the product [C:1]([O:5][C:6](=[O:26])[NH:7][CH2:8][CH2:9][CH2:10][C:11]1[C:20]2[C:15](=[CH:16][C:17]([Cl:21])=[CH:18][CH:19]=2)[C:14]2=[N:22][NH:23][C:24](=[O:25])[N:13]2[CH:12]=1)([CH3:4])([CH3:2])[CH3:3], predict the reactants needed to synthesize it. The reactants are: [C:1]([O:5][C:6](=[O:26])[NH:7][CH2:8]/[CH:9]=[CH:10]/[C:11]1[C:20]2[C:15](=[CH:16][C:17]([Cl:21])=[CH:18][CH:19]=2)[C:14]2=[N:22][NH:23][C:24](=[O:25])[N:13]2[CH:12]=1)([CH3:4])([CH3:3])[CH3:2].[H][H]. (5) Given the product [OH:6][CH2:7][CH2:8][NH:9][C:10]1[CH:11]=[C:12]([C:16]2[CH:17]=[C:18]3[C:23](=[CH:24][CH:25]=2)[N:22]([CH3:26])[C:21](=[O:27])[CH2:20][CH2:19]3)[CH:13]=[N:14][CH:15]=1, predict the reactants needed to synthesize it. The reactants are: C([Si](C)(C)[O:6][CH2:7][CH2:8][NH:9][C:10]1[CH:11]=[C:12]([C:16]2[CH:17]=[C:18]3[C:23](=[CH:24][CH:25]=2)[N:22]([CH3:26])[C:21](=[O:27])[CH2:20][CH2:19]3)[CH:13]=[N:14][CH:15]=1)(C)(C)C.Cl.O1CCOCC1. (6) Given the product [CH3:1][C:2]([N:10]1[CH:14]=[C:13]([NH:15][C:16](=[O:22])[CH:17]([NH:21][CH:29]2[CH2:28][CH2:27][C:26]3[C:31](=[C:32]([Cl:34])[CH:33]=[C:24]([Cl:23])[CH:25]=3)[CH2:30]2)[CH2:18][CH2:19][CH3:20])[N:12]=[CH:11]1)([CH3:9])[CH2:3][N:4]1[CH2:8][CH2:7][CH2:6][CH2:5]1, predict the reactants needed to synthesize it. The reactants are: [CH3:1][C:2]([N:10]1[CH:14]=[C:13]([NH:15][C:16](=[O:22])[CH:17]([NH2:21])[CH2:18][CH2:19][CH3:20])[N:12]=[CH:11]1)([CH3:9])[CH2:3][N:4]1[CH2:8][CH2:7][CH2:6][CH2:5]1.[Cl:23][C:24]1[CH:25]=[C:26]2[C:31](=[C:32]([Cl:34])[CH:33]=1)[CH2:30][C:29](=O)[CH2:28][CH2:27]2. (7) Given the product [CH3:1][C:2]1([CH3:31])[NH:7][C:6](=[O:8])[C:5]2[S:9][C:10]([N:12]3[CH2:17][CH2:16][O:15][C:14]4[CH:18]=[CH:19][C:20]([C:33]5[CH:34]=[C:35]6[C:40](=[CH:41][CH:42]=5)[O:39][CH:38]=[CH:37][C:36]6=[O:43])=[CH:21][C:13]3=4)=[N:11][C:4]=2[CH2:3]1, predict the reactants needed to synthesize it. The reactants are: [CH3:1][C:2]1([CH3:31])[NH:7][C:6](=[O:8])[C:5]2[S:9][C:10]([N:12]3[CH2:17][CH2:16][O:15][C:14]4[CH:18]=[CH:19][C:20](B5OC(C)(C)C(C)(C)O5)=[CH:21][C:13]3=4)=[N:11][C:4]=2[CH2:3]1.Br[C:33]1[CH:34]=[C:35]2[C:40](=[CH:41][CH:42]=1)[O:39][CH:38]=[CH:37][C:36]2=[O:43]. (8) Given the product [Cl:1][C:2]1[CH:3]=[C:4]([NH:19][C:20]2[C:30]3[CH:29]=[C:28]([CH2:31][N:37]([CH2:36][CH2:35][O:34][CH3:33])[S:38]([C:41]4[CH:46]=[CH:45][CH:44]=[CH:43][C:42]=4[N+:47]([O-:49])=[O:48])(=[O:40])=[O:39])[CH2:27][CH2:26][NH:25][C:24]=3[N:23]=[CH:22][N:21]=2)[CH:5]=[CH:6][C:7]=1[O:8][C:9]1[CH:14]=[CH:13][CH:12]=[C:11]([C:15]([F:17])([F:18])[F:16])[CH:10]=1, predict the reactants needed to synthesize it. The reactants are: [Cl:1][C:2]1[CH:3]=[C:4]([NH:19][C:20]2[C:30]3[CH:29]=[C:28]([CH2:31]O)[CH2:27][CH2:26][NH:25][C:24]=3[N:23]=[CH:22][N:21]=2)[CH:5]=[CH:6][C:7]=1[O:8][C:9]1[CH:14]=[CH:13][CH:12]=[C:11]([C:15]([F:18])([F:17])[F:16])[CH:10]=1.[CH3:33][O:34][CH2:35][CH2:36][NH:37][S:38]([C:41]1[CH:46]=[CH:45][CH:44]=[CH:43][C:42]=1[N+:47]([O-:49])=[O:48])(=[O:40])=[O:39].C1(P(C2C=CC=CC=2)C2C=CC=CC=2)C=CC=CC=1.N(C(OC(C)C)=O)=NC(OC(C)C)=O. (9) Given the product [O:21]1[C:26]2[CH:27]=[CH:28][C:29]([CH2:31][NH:19][CH2:18][CH2:17][N:13]3[CH2:14][CH2:15][CH2:16][CH:12]3[C:10]3[CH:9]=[C:8]([CH3:20])[N:7]=[C:6]([N:1]4[CH:5]=[CH:4][N:3]=[CH:2]4)[N:11]=3)=[CH:30][C:25]=2[O:24][CH2:23][CH2:22]1, predict the reactants needed to synthesize it. The reactants are: [N:1]1([C:6]2[N:11]=[C:10]([CH:12]3[CH2:16][CH2:15][CH2:14][N:13]3[CH2:17][CH2:18][NH2:19])[CH:9]=[C:8]([CH3:20])[N:7]=2)[CH:5]=[CH:4][N:3]=[CH:2]1.[O:21]1[C:26]2[CH:27]=[CH:28][C:29]([CH:31]=O)=[CH:30][C:25]=2[O:24][CH2:23][CH2:22]1.O.C1(C)C=CC(S(O)(=O)=O)=CC=1.C(O[BH-](OC(=O)C)OC(=O)C)(=O)C.[Na+].[OH-].[Na+].